This data is from Full USPTO retrosynthesis dataset with 1.9M reactions from patents (1976-2016). The task is: Predict the reactants needed to synthesize the given product. Given the product [Cl:1][C:2]1[CH:7]=[CH:6][CH:5]=[CH:4][C:3]=1[C:8]([C:10]1[C:11]([CH:28]=[C:27]([OH:29])[C:30]2[CH:35]=[CH:34][N:33]=[CH:32][CH:31]=2)=[N:12][CH:13]=[CH:14][CH:15]=1)=[O:9], predict the reactants needed to synthesize it. The reactants are: [Cl:1][C:2]1[CH:7]=[CH:6][CH:5]=[CH:4][C:3]=1[CH:8]([C:10]1[C:11](F)=[N:12][CH:13]=[CH:14][CH:15]=1)[OH:9].[Br-].[K+].Cl[O-].[Na+].C(=O)(O)[O-].[Na+].[C:27]([C:30]1[CH:35]=[CH:34][N:33]=[CH:32][CH:31]=1)(=[O:29])[CH3:28].[OH-].[Li+].[Cl-].[Na+].P(=O)(O)(O)O.C(=O)([O-])[O-].[K+].[K+].